From a dataset of Full USPTO retrosynthesis dataset with 1.9M reactions from patents (1976-2016). Predict the reactants needed to synthesize the given product. (1) Given the product [ClH:44].[NH2:28][C@@H:24]1[CH2:25][CH2:26][CH2:27][N:22]([C:3]2[C:2]([Br:1])=[CH:7][N:6]=[C:5]3[NH:8][CH:9]=[C:10]([NH:11][C:12](=[O:20])[C:13]4[CH:18]=[CH:17][C:16]([F:19])=[CH:15][CH:14]=4)[C:4]=23)[CH2:23]1, predict the reactants needed to synthesize it. The reactants are: [Br:1][C:2]1[C:3](F)=[C:4]2[C:10]([NH:11][C:12](=[O:20])[C:13]3[CH:18]=[CH:17][C:16]([F:19])=[CH:15][CH:14]=3)=[CH:9][NH:8][C:5]2=[N:6][CH:7]=1.[NH:22]1[CH2:27][CH2:26][CH2:25][C@@H:24]([NH:28]C(=O)OC(C)(C)C)[CH2:23]1.C(O)(C(F)(F)F)=O.C(Cl)[Cl:44]. (2) Given the product [CH3:13][C@H:14]1[CH2:15][N:16]([C:20]2[CH:21]=[CH:22][C:23]([O:26][C:27]([F:30])([F:28])[F:29])=[CH:24][CH:25]=2)[CH2:17][CH2:18][N:19]1[S:44]([C:41]1[CH:40]=[CH:39][CH:38]=[C:37]2[C:42]=1[CH2:43][CH:35]([C:33]([OH:34])=[O:32])[CH2:36]2)(=[O:46])=[O:45], predict the reactants needed to synthesize it. The reactants are: C1C2C(=CC=CC=2)CC1C(O)=O.[CH3:13][C@@H:14]1[NH:19][CH2:18][CH2:17][N:16]([C:20]2[CH:25]=[CH:24][C:23]([O:26][C:27]([F:30])([F:29])[F:28])=[CH:22][CH:21]=2)[CH2:15]1.C[O:32][C:33]([CH:35]1[CH2:43][C:42]2[C:37](=[CH:38][CH:39]=[CH:40][C:41]=2[S:44](Cl)(=[O:46])=[O:45])[CH2:36]1)=[O:34]. (3) Given the product [F:13][CH2:12][C:11]1[CH:10]=[CH:9][N:25]2[CH:26]=[CH:27][N:28]=[C:24]2[N:23]=1, predict the reactants needed to synthesize it. The reactants are: FCC(=O)C.C(O[CH:9](OCC)[CH2:10][C:11](=O)[CH2:12][F:13])C.S(O)(O)(=O)=O.[NH2:23][C:24]1[NH:25][CH:26]=[CH:27][N:28]=1.[NH2:23][C:24]1[NH:25][CH:26]=[CH:27][N:28]=1.